This data is from Catalyst prediction with 721,799 reactions and 888 catalyst types from USPTO. The task is: Predict which catalyst facilitates the given reaction. (1) Reactant: CC(OC)(C)C.[NH2:7][CH2:8][C@@H:9]([NH:18][C:19]([C:21]1[S:22][C:23]([Cl:33])=[C:24]([C:26]2[N:30]([CH3:31])[N:29]=[CH:28][C:27]=2[Cl:32])[CH:25]=1)=[O:20])[CH2:10][C:11]1[CH:16]=[CH:15][CH:14]=[C:13]([F:17])[CH:12]=1.Cl.O1CCOCC1. Product: [ClH:32].[NH2:7][CH2:8][C@@H:9]([NH:18][C:19]([C:21]1[S:22][C:23]([Cl:33])=[C:24]([C:26]2[N:30]([CH3:31])[N:29]=[CH:28][C:27]=2[Cl:32])[CH:25]=1)=[O:20])[CH2:10][C:11]1[CH:16]=[CH:15][CH:14]=[C:13]([F:17])[CH:12]=1. The catalyst class is: 10. (2) Reactant: [CH2:1]([C:8]1[S:12][C:11]([NH:13][C:14]([C:16]2[CH:21]=[CH:20][C:19]([NH:22]C(=O)OC(C)(C)C)=[CH:18][CH:17]=2)=[O:15])=[N:10][N:9]=1)[C:2]1[CH:7]=[CH:6][CH:5]=[CH:4][CH:3]=1.FC(F)(F)C(O)=O. Product: [NH2:22][C:19]1[CH:20]=[CH:21][C:16]([C:14]([NH:13][C:11]2[S:12][C:8]([CH2:1][C:2]3[CH:7]=[CH:6][CH:5]=[CH:4][CH:3]=3)=[N:9][N:10]=2)=[O:15])=[CH:17][CH:18]=1. The catalyst class is: 4. (3) Reactant: C([Sn](CCCC)(CCCC)[C:6]1[O:7][C:8]2[CH:14]=[CH:13][C:12]([F:15])=[CH:11][C:9]=2[CH:10]=1)CCC.[CH2:24]([O:26][CH2:27][CH2:28][CH2:29][NH:30][C:31](=[O:55])[CH:32]([NH:37][C:38]1[CH:43]=[C:42]([CH2:44][CH2:45][CH2:46]C)[N:41]=[C:40]([C:48]2[CH:49]=[N:50][CH:51]=[C:52](Br)[CH:53]=2)[N:39]=1)[CH2:33][CH:34]([CH3:36])[CH3:35])[CH3:25]. Product: [CH2:24]([O:26][CH2:27][CH2:28][CH2:29][NH:30][C:31](=[O:55])[CH:32]([NH:37][C:38]1[CH:43]=[C:42]([CH2:44][CH2:45][CH3:46])[N:41]=[C:40]([C:48]2[CH:49]=[N:50][CH:51]=[C:52]([C:6]3[O:7][C:8]4[CH:14]=[CH:13][C:12]([F:15])=[CH:11][C:9]=4[CH:10]=3)[CH:53]=2)[N:39]=1)[CH2:33][CH:34]([CH3:35])[CH3:36])[CH3:25]. The catalyst class is: 558. (4) Reactant: [NH2:1][C:2]1[CH:7]=[CH:6][CH:5]=[CH:4][C:3]=1[CH2:8][C:9]([O:11]C)=O.[C:13]([O:17][C:18]([N:20]1[CH2:25][CH2:24][C:23](=O)[CH2:22][CH2:21]1)=[O:19])([CH3:16])([CH3:15])[CH3:14].C(O[BH-](OC(=O)C)OC(=O)C)(=O)C.[Na+].C(O)(=O)C. Product: [C:13]([O:17][C:18]([N:20]1[CH2:25][CH2:24][CH:23]([N:1]2[C:2]3[C:3](=[CH:4][CH:5]=[CH:6][CH:7]=3)[CH2:8][C:9]2=[O:11])[CH2:22][CH2:21]1)=[O:19])([CH3:16])([CH3:14])[CH3:15]. The catalyst class is: 2.